This data is from Peptide-MHC class I binding affinity with 185,985 pairs from IEDB/IMGT. The task is: Regression. Given a peptide amino acid sequence and an MHC pseudo amino acid sequence, predict their binding affinity value. This is MHC class I binding data. (1) The peptide sequence is HTRCHCGAEI. The MHC is Patr-B0101 with pseudo-sequence Patr-B0101. The binding affinity (normalized) is 0.643. (2) The peptide sequence is VPFVVFLVA. The MHC is HLA-B54:01 with pseudo-sequence HLA-B54:01. The binding affinity (normalized) is 1.00. (3) The peptide sequence is SMPASHNNLA. The binding affinity (normalized) is 0.302. The MHC is HLA-A02:01 with pseudo-sequence HLA-A02:01. (4) The peptide sequence is TMKFKGTVD. The MHC is HLA-A69:01 with pseudo-sequence HLA-A69:01. The binding affinity (normalized) is 0.0847.